Dataset: Catalyst prediction with 721,799 reactions and 888 catalyst types from USPTO. Task: Predict which catalyst facilitates the given reaction. (1) Reactant: [NH2:1][C:2]1[CH:10]=[CH:9][CH:8]=[C:7]2[C:3]=1[C:4](=[O:16])[N:5]([CH2:12][C:13]([OH:15])=O)[C:6]2=[O:11].[N:17]1([C:23]([O:25][C:26]([CH3:29])([CH3:28])[CH3:27])=[O:24])[CH2:22][CH2:21][NH:20][CH2:19][CH2:18]1.CCN=C=NCCCN(C)C.Cl.ON1C2C=CC=CC=2N=N1.C(N(CC)CC)C. Product: [NH2:1][C:2]1[CH:10]=[CH:9][CH:8]=[C:7]2[C:3]=1[C:4](=[O:16])[N:5]([CH2:12][C:13]([N:20]1[CH2:19][CH2:18][N:17]([C:23]([O:25][C:26]([CH3:29])([CH3:28])[CH3:27])=[O:24])[CH2:22][CH2:21]1)=[O:15])[C:6]2=[O:11]. The catalyst class is: 4. (2) Reactant: [Br:1][CH2:2][C:3]1[N:4]=[CH:5][C:6]([C:9]([O:11]C)=[O:10])=[N:7][CH:8]=1.C[Si](C)(C)[O-].[K+].Cl. Product: [Br:1][CH2:2][C:3]1[N:4]=[CH:5][C:6]([C:9]([OH:11])=[O:10])=[N:7][CH:8]=1. The catalyst class is: 30. (3) Reactant: C(OC(=O)[NH:7][C:8]1[CH:17]=[CH:16][C:15]2[C:10](=[CH:11][CH:12]=[C:13]([O:18]C)[CH:14]=2)[CH:9]=1)(C)(C)C.Br. Product: [NH2:7][C:8]1[CH:9]=[C:10]2[C:15](=[CH:16][CH:17]=1)[CH:14]=[C:13]([OH:18])[CH:12]=[CH:11]2. The catalyst class is: 15. (4) Reactant: [C:1]1([C:7]#[CH:8])[CH:6]=[CH:5][CH:4]=[CH:3][CH:2]=1.C([Li])CCC.[Cl:14][C:15]1[CH:16]=[C:17]([NH:23][C:24](=[O:33])[C:25](=[O:32])[CH:26]2[CH2:31][CH2:30][CH2:29][CH2:28][CH2:27]2)[CH:18]=[CH:19][C:20]=1[C:21]#[N:22]. Product: [Cl:14][C:15]1[CH:16]=[C:17]([NH:23][C:24](=[O:33])[C:25]([C:8]#[C:7][C:1]2[CH:6]=[CH:5][CH:4]=[CH:3][CH:2]=2)([OH:32])[CH:26]2[CH2:27][CH2:28][CH2:29][CH2:30][CH2:31]2)[CH:18]=[CH:19][C:20]=1[C:21]#[N:22]. The catalyst class is: 7. (5) Reactant: [CH3:1][NH:2][C:3]1[N:4]=[C:5]([NH:19][CH2:20][CH2:21][CH3:22])[C:6]2[N:12]=[C:11]([NH:13][CH3:14])[N:10]=[C:9]([NH:15][CH2:16][C:17]#[CH:18])[C:7]=2[N:8]=1.[ClH:23].C(OCC)C.Cl.CNC1N=C(NCCC)C2N=C(NC)N=C(NCCC)C=2N=1. Product: [ClH:23].[CH3:14][NH:13][C:11]1[N:10]=[C:9]([NH:15][CH2:16][CH2:17][CH3:18])[C:7]2[N:8]=[C:3]([NH:2][CH3:1])[N:4]=[C:5]([NH:19][CH2:20][C:21]#[CH:22])[C:6]=2[N:12]=1. The catalyst class is: 61. (6) Reactant: [Br:1][CH2:2][CH2:3][CH2:4][CH2:5][CH2:6][CH2:7][CH2:8][CH2:9][CH2:10][CH2:11][C:12]([OH:14])=[O:13].[CH2:15](O)[C:16]1[CH:21]=[CH:20][CH:19]=[CH:18][CH:17]=1. Product: [Br:1][CH2:2][CH2:3][CH2:4][CH2:5][CH2:6][CH2:7][CH2:8][CH2:9][CH2:10][CH2:11][C:12]([O:14][CH2:15][C:16]1[CH:21]=[CH:20][CH:19]=[CH:18][CH:17]=1)=[O:13]. The catalyst class is: 626.